From a dataset of Reaction yield outcomes from USPTO patents with 853,638 reactions. Predict the reaction yield, written as a fraction of the theoretical maximum amount of product (1.0 means a 100% yield; for example, 0.34 means a 34% yield). (1) The reactants are [C:1]1([CH:7]([C:13]2[CH:18]=[CH:17][CH:16]=[CH:15][CH:14]=2)[N:8]2[CH2:11][CH:10]([OH:12])[CH2:9]2)[CH:6]=[CH:5][CH:4]=[CH:3][CH:2]=1.[H-].[Na+].F[C:22]1[CH:27]=[CH:26][C:25]([N+:28]([O-:30])=[O:29])=[CH:24][CH:23]=1.O. The catalyst is C1COCC1. The product is [C:13]1([CH:7]([C:1]2[CH:2]=[CH:3][CH:4]=[CH:5][CH:6]=2)[N:8]2[CH2:11][CH:10]([O:12][C:22]3[CH:27]=[CH:26][C:25]([N+:28]([O-:30])=[O:29])=[CH:24][CH:23]=3)[CH2:9]2)[CH:14]=[CH:15][CH:16]=[CH:17][CH:18]=1. The yield is 0.400. (2) The yield is 0.739. The catalyst is CCCC[N+](CCCC)(CCCC)CCCC.[Br-].CS(C)=O. The product is [CH2:1]([C:3]1[C:11]2[C:6](=[N:7][C:8]([C:19]#[N:20])=[CH:9][CH:10]=2)[N:5]([CH:13]2[CH2:18][CH2:17][O:16][CH2:15][CH2:14]2)[N:4]=1)[CH3:2]. The reactants are [CH2:1]([C:3]1[C:11]2[C:6](=[N:7][C:8](F)=[CH:9][CH:10]=2)[N:5]([CH:13]2[CH2:18][CH2:17][O:16][CH2:15][CH2:14]2)[N:4]=1)[CH3:2].[C-:19]#[N:20].[Na+]. (3) The reactants are [C:1]([C:3]1[CH:4]=[C:5]([C:13]2[O:17][N:16]=[C:15]([C:18]3[CH:19]=[C:20]4[C:24](=[CH:25][CH:26]=3)[N:23]([CH2:27][C:28]([CH3:35])([CH3:34])[C:29]([O:31]CC)=[O:30])[N:22]=[CH:21]4)[N:14]=2)[CH:6]=[CH:7][C:8]=1[O:9][CH:10]([CH3:12])[CH3:11])#[N:2].[OH-].[Na+]. The catalyst is C(O)C. The product is [C:1]([C:3]1[CH:4]=[C:5]([C:13]2[O:17][N:16]=[C:15]([C:18]3[CH:19]=[C:20]4[C:24](=[CH:25][CH:26]=3)[N:23]([CH2:27][C:28]([CH3:35])([CH3:34])[C:29]([OH:31])=[O:30])[N:22]=[CH:21]4)[N:14]=2)[CH:6]=[CH:7][C:8]=1[O:9][CH:10]([CH3:12])[CH3:11])#[N:2]. The yield is 0.300. (4) The reactants are [CH3:1][O:2][C:3]1[CH:4]=[C:5]([C:13]2[C:21]3[C:16](=[CH:17][CH:18]=[C:19]([CH:22]=O)[CH:20]=3)[NH:15][N:14]=2)[CH:6]=[C:7]([O:11][CH3:12])[C:8]=1[O:9][CH3:10].[C:24]([CH2:26][C:27]([NH:29][CH3:30])=[O:28])#[N:25].[CH2:31]1CCN2C(=NCCC2)CC1. The catalyst is C1COCC1.CCOC(C)=O. The yield is 0.260. The product is [C:24]([C:26](=[CH:22][C:19]1[CH:20]=[C:21]2[C:16](=[CH:17][CH:18]=1)[NH:15][N:14]=[C:13]2[C:5]1[CH:4]=[C:3]([O:2][CH3:1])[C:8]([O:9][CH3:10])=[C:7]([O:11][CH3:12])[CH:6]=1)[C:27]([N:29]([CH3:31])[CH3:30])=[O:28])#[N:25]. (5) The catalyst is C1(C)C(C)=CC=CC=1. The reactants are C(O[CH:4](OCC)[CH2:5][O:6][C:7]1[CH:12]=[CH:11][C:10]([C:13]2([C:16]([OH:18])=[O:17])[CH2:15][CH2:14]2)=[CH:9][CH:8]=1)C. The yield is 0.0500. The product is [O:6]1[C:7]2[CH:12]=[CH:11][C:10]([C:13]3([C:16]([OH:18])=[O:17])[CH2:15][CH2:14]3)=[CH:9][C:8]=2[CH:4]=[CH:5]1. (6) The reactants are [CH:1]([O:4][C:5]1[CH:12]=[CH:11][C:8]([CH:9]=[O:10])=[CH:7][CH:6]=1)([CH3:3])[CH3:2].[Mg].I[CH3:15].[Cl-].[NH4+]. The catalyst is C(OCC)C.O. The product is [CH:1]([O:4][C:5]1[CH:12]=[CH:11][C:8]([CH:9]([OH:10])[CH3:15])=[CH:7][CH:6]=1)([CH3:3])[CH3:2]. The yield is 0.925. (7) The product is [CH3:1][C:2]1[N:13]=[C:4]([CH3:12])[CH:5]=[C:6]([OH:11])[C:7]=1[C:8]([OH:10])=[O:9]. The catalyst is Cl. The reactants are [CH3:1][C:2]1O[C:4]([CH3:12])=[CH:5][C:6](=[O:11])[C:7]=1[C:8]([OH:10])=[O:9].[NH3:13]. The yield is 0.690.